Dataset: NCI-60 drug combinations with 297,098 pairs across 59 cell lines. Task: Regression. Given two drug SMILES strings and cell line genomic features, predict the synergy score measuring deviation from expected non-interaction effect. (1) Drug 1: CC12CCC(CC1=CCC3C2CCC4(C3CC=C4C5=CN=CC=C5)C)O. Drug 2: CC=C1C(=O)NC(C(=O)OC2CC(=O)NC(C(=O)NC(CSSCCC=C2)C(=O)N1)C(C)C)C(C)C. Cell line: OVCAR-8. Synergy scores: CSS=28.0, Synergy_ZIP=-2.56, Synergy_Bliss=-12.7, Synergy_Loewe=-19.9, Synergy_HSA=-12.4. (2) Drug 1: CNC(=O)C1=CC=CC=C1SC2=CC3=C(C=C2)C(=NN3)C=CC4=CC=CC=N4. Cell line: HCT-15. Synergy scores: CSS=18.0, Synergy_ZIP=0.558, Synergy_Bliss=4.23, Synergy_Loewe=-1.75, Synergy_HSA=3.94. Drug 2: CC1OCC2C(O1)C(C(C(O2)OC3C4COC(=O)C4C(C5=CC6=C(C=C35)OCO6)C7=CC(=C(C(=C7)OC)O)OC)O)O.